From a dataset of Catalyst prediction with 721,799 reactions and 888 catalyst types from USPTO. Predict which catalyst facilitates the given reaction. (1) Reactant: B(Br)(Br)Br.[Br:5][C:6]1[CH:7]=[CH:8][C:9]2[CH:10]=[CH:11][C:12]3[C:17]([C:18]=2[CH:19]=1)=[CH:16][C:15]([O:20]C)=[CH:14][CH:13]=3. Product: [Br:5][C:6]1[CH:19]=[C:18]2[C:9](=[CH:8][CH:7]=1)[CH:10]=[CH:11][C:12]1[CH:13]=[CH:14][C:15]([OH:20])=[CH:16][C:17]2=1. The catalyst class is: 2. (2) Reactant: FC(F)(F)S(O)(=O)=O.[Br:9][C:10]1[CH:11]=[C:12]([CH:15]=[CH:16][CH:17]=1)[C:13]#[N:14].[OH-].[Na+]. Product: [Br:9][C:10]1[CH:11]=[C:12]([C:13]2[N:14]=[C:13]([C:12]3[CH:15]=[CH:16][CH:17]=[C:10]([Br:9])[CH:11]=3)[N:14]=[C:13]([C:12]3[CH:15]=[CH:16][CH:17]=[C:10]([Br:9])[CH:11]=3)[N:14]=2)[CH:15]=[CH:16][CH:17]=1. The catalyst class is: 6. (3) Reactant: C([NH:8][C:9]1[CH:14]=[C:13]([CH3:15])[CH:12]=[C:11]([N:16]2[N:20]=[CH:19][CH:18]=[N:17]2)[N:10]=1)C1C=CC=CC=1.C(NC1C=C(C)C=C(N2C=CN=N2)N=1)C1C=CC=CC=1.Cl.[H][H].[OH-].[Na+]. The catalyst class is: 19. Product: [CH3:15][C:13]1[CH:12]=[C:11]([N:16]2[N:20]=[CH:19][CH:18]=[N:17]2)[N:10]=[C:9]([NH2:8])[CH:14]=1. (4) Reactant: [CH3:1][C:2]1[CH:7]=[C:6]([CH2:8]O)[CH:5]=[CH:4][N:3]=1.S(Cl)([Cl:12])=O.C(Cl)Cl.C(=O)(O)[O-].[Na+]. Product: [Cl:12][CH2:8][C:6]1[CH:5]=[CH:4][N:3]=[C:2]([CH3:1])[CH:7]=1. The catalyst class is: 13. (5) Reactant: [CH3:1][O:2][CH2:3][C:4]1[N:9]=[CH:8][C:7]([O:10][C:11]2[CH:12]=[C:13]3[C:17](=[C:18]([O:20][CH:21]4[CH2:26][CH2:25][O:24][CH2:23][CH2:22]4)[CH:19]=2)[NH:16][C:15]([C:27]([O:29]CC)=[O:28])=[CH:14]3)=[CH:6][CH:5]=1.[OH-].[Na+]. Product: [CH3:1][O:2][CH2:3][C:4]1[N:9]=[CH:8][C:7]([O:10][C:11]2[CH:12]=[C:13]3[C:17](=[C:18]([O:20][CH:21]4[CH2:26][CH2:25][O:24][CH2:23][CH2:22]4)[CH:19]=2)[NH:16][C:15]([C:27]([OH:29])=[O:28])=[CH:14]3)=[CH:6][CH:5]=1. The catalyst class is: 199. (6) Reactant: [Br-].[C:2]([CH2:5][CH2:6][CH2:7][CH2:8][P+](C1C=CC=CC=1)(C1C=CC=CC=1)C1C=CC=CC=1)([OH:4])=[O:3].CC(C)([O-])C.[K+].[CH3:34][O:35][C:36]1[CH:45]=[CH:44][CH:43]=[C:42]2[C:37]=1[CH2:38][CH2:39][CH2:40][C:41]2=O.[Cl-].[NH4+]. Product: [CH3:34][O:35][C:36]1[CH:45]=[CH:44][CH:43]=[C:42]2[C:37]=1[CH2:38][CH2:39][CH2:40][C:41]2=[CH:8][CH2:7][CH2:6][CH2:5][C:2]([OH:4])=[O:3]. The catalyst class is: 7. (7) Reactant: [C:1]([O:5][C:6]([N:8]1[CH2:12][C@@H:11]([CH2:13][N:14]([CH:31]([CH3:33])[CH3:32])[C:15](=[O:30])[C:16]2[CH:21]=[CH:20][C:19]([O:22][CH3:23])=[C:18]([O:24][CH2:25][CH2:26][CH2:27][O:28][CH3:29])[CH:17]=2)[C@H:10]([NH2:34])[CH2:9]1)=[O:7])([CH3:4])([CH3:3])[CH3:2].CCN(C(C)C)C(C)C.Br[CH2:45][C:46]([NH:48][CH:49]1[CH2:54][CH2:53][CH2:52][CH2:51][CH2:50]1)=[O:47].[Na+].[I-].C([O-])(O)=O.[Na+]. Product: [C:1]([O:5][C:6]([N:8]1[CH2:12][C@@H:11]([CH2:13][N:14]([CH:31]([CH3:32])[CH3:33])[C:15](=[O:30])[C:16]2[CH:21]=[CH:20][C:19]([O:22][CH3:23])=[C:18]([O:24][CH2:25][CH2:26][CH2:27][O:28][CH3:29])[CH:17]=2)[C@H:10]([NH:34][CH2:45][C:46](=[O:47])[NH:48][CH:49]2[CH2:54][CH2:53][CH2:52][CH2:51][CH2:50]2)[CH2:9]1)=[O:7])([CH3:3])([CH3:4])[CH3:2]. The catalyst class is: 3.